This data is from Reaction yield outcomes from USPTO patents with 853,638 reactions. The task is: Predict the reaction yield, written as a fraction of the theoretical maximum amount of product (1.0 means a 100% yield; for example, 0.34 means a 34% yield). The reactants are FC(F)OC1C=C(C=C([N+]([O-])=O)C=1)C(O)=O.[Cl:17][C:18]1[CH:23]=[C:22]([N+:24]([O-])=O)[CH:21]=[C:20]([C:27]([C:30]2[CH:35]=[C:34]([CH3:36])[CH:33]=[C:32]([O:37][CH:38]([CH3:40])[CH3:39])[CH:31]=2)([CH3:29])[CH3:28])[CH:19]=1. No catalyst specified. The product is [Cl:17][C:18]1[CH:23]=[C:22]([CH:21]=[C:20]([C:27]([C:30]2[CH:35]=[C:34]([CH3:36])[CH:33]=[C:32]([O:37][CH:38]([CH3:40])[CH3:39])[CH:31]=2)([CH3:29])[CH3:28])[CH:19]=1)[NH2:24]. The yield is 0.890.